From a dataset of Catalyst prediction with 721,799 reactions and 888 catalyst types from USPTO. Predict which catalyst facilitates the given reaction. (1) Reactant: [NH:1]1[CH:5]=[CH:4][N:3]=[C:2]1[CH2:6][N:7]([CH2:14][C:15]1[CH:37]=[CH:36][C:18]([C:19]([NH:21][C:22]2[CH:27]=[CH:26][C:25]([CH2:28][N:29]([CH2:33][CH2:34][CH3:35])[CH2:30][CH2:31][CH3:32])=[CH:24][CH:23]=2)=[O:20])=[CH:17][CH:16]=1)[CH2:8][C:9]1[NH:10][CH:11]=[CH:12][N:13]=1.Cl[C:39]([O:41][CH2:42][CH2:43][CH2:44][CH2:45][CH2:46][CH3:47])=[O:40].C(N([CH2:53][CH3:54])CC)C. Product: [CH2:42]([O:41][C:39]([N:1]1[CH:5]=[CH:4][N:3]=[C:2]1[CH2:6][N:7]([CH2:14][C:15]1[CH:37]=[CH:36][C:18]([C:19]([NH:21][C:22]2[CH:23]=[CH:24][C:25]([CH2:28][N:29]([CH2:33][CH2:34][CH3:35])[CH2:30][CH2:31][CH3:32])=[CH:26][CH:27]=2)=[O:20])=[CH:17][CH:16]=1)[CH2:8][C:9]1[N:13]([C:39]([O:41][CH2:42][CH2:43][CH2:44][CH2:45][CH2:53][CH3:54])=[O:40])[CH:12]=[CH:11][N:10]=1)=[O:40])[CH2:43][CH2:44][CH2:45][CH2:46][CH3:47]. The catalyst class is: 22. (2) Reactant: C(O[C:4]([CH:6]1[C:12](=O)[CH2:11][CH2:10][N:9]([C:14]([O:16][C:17]([CH3:20])([CH3:19])[CH3:18])=[O:15])[CH2:8][CH:7]1[CH3:21])=[O:5])C.[NH2:22][C:23]1[CH:27]=[CH:26][NH:25][N:24]=1. Product: [C:17]([O:16][C:14]([N:9]1[CH2:8][CH:7]([CH3:21])[C:6]2=[C:4]([OH:5])[N:24]3[C:23]([N:22]=[C:12]2[CH2:11][CH2:10]1)=[CH:27][CH:26]=[N:25]3)=[O:15])([CH3:18])([CH3:19])[CH3:20]. The catalyst class is: 15. (3) Reactant: [Cl:1][C:2]1[CH:3]=[CH:4][C:5]([N+:13]([O-])=O)=[C:6]([C:8](=[O:12])[CH2:9][CH2:10][CH3:11])[CH:7]=1.[NH4+].[Cl-]. Product: [NH2:13][C:5]1[CH:4]=[CH:3][C:2]([Cl:1])=[CH:7][C:6]=1[C:8](=[O:12])[CH2:9][CH2:10][CH3:11]. The catalyst class is: 314. (4) Reactant: [Cl:1][C:2]1[CH:19]=[CH:18][C:5]([NH:6][CH2:7][C:8]2[CH:13]=[CH:12][C:11]([O:14][CH3:15])=[CH:10][C:9]=2[O:16][CH3:17])=[C:4]([C:20]([C:22]2[CH:27]=[CH:26][CH:25]=[C:24]([O:28][CH3:29])[C:23]=2[O:30][CH3:31])=[CH2:21])[CH:3]=1.C(=O)([O-])O.[Na+].[Cl:37][CH:38]([C:43](Cl)=[O:44])[C:39]([O:41][CH3:42])=[O:40].C(Cl)(Cl)Cl. The catalyst class is: 4. Product: [Cl:37][CH:38]([C:43]([N:6]([CH2:7][C:8]1[CH:13]=[CH:12][C:11]([O:14][CH3:15])=[CH:10][C:9]=1[O:16][CH3:17])[C:5]1[CH:18]=[CH:19][C:2]([Cl:1])=[CH:3][C:4]=1[C:20]([C:22]1[CH:27]=[CH:26][CH:25]=[C:24]([O:28][CH3:29])[C:23]=1[O:30][CH3:31])=[CH2:21])=[O:44])[C:39]([O:41][CH3:42])=[O:40]. (5) Reactant: C[O:2][C:3](=[O:26])[CH2:4][S:5][C:6]1[CH:11]=[N:10][C:9]([NH:12][S:13]([C:16]2[CH:21]=[CH:20][CH:19]=[C:18]([Cl:22])[C:17]=2[Cl:23])(=[O:15])=[O:14])=[C:8]([O:24][CH3:25])[N:7]=1.[OH-].[Li+]. Product: [Cl:23][C:17]1[C:18]([Cl:22])=[CH:19][CH:20]=[CH:21][C:16]=1[S:13]([NH:12][C:9]1[N:10]=[CH:11][C:6]([S:5][CH2:4][C:3]([OH:26])=[O:2])=[N:7][C:8]=1[O:24][CH3:25])(=[O:15])=[O:14]. The catalyst class is: 24. (6) Reactant: [H][H].Cl[C:4]1[N:5]([CH:18]2[CH2:23][CH2:22][CH2:21][CH2:20][O:19]2)[C:6]([B:9]2[O:13][C:12]([CH3:15])([CH3:14])[C:11]([CH3:17])([CH3:16])[O:10]2)=[CH:7][N:8]=1. Product: [O:19]1[CH2:20][CH2:21][CH2:22][CH2:23][CH:18]1[N:5]1[C:6]([B:9]2[O:13][C:12]([CH3:15])([CH3:14])[C:11]([CH3:17])([CH3:16])[O:10]2)=[CH:7][N:8]=[CH:4]1. The catalyst class is: 45. (7) Reactant: [H][H].C([O:10][C:11]1[CH:24]=[C:23]([O:25]CC2C=CC=CC=2)[C:22]([C:33]([N:35]2[CH2:43][C:42]3[C:37](=[CH:38][CH:39]=[C:40]([OH:44])[CH:41]=3)[CH2:36]2)=[O:34])=[CH:21][C:12]=1[C:13]([N:15]([CH2:17][CH2:18][CH2:19][CH3:20])[CH3:16])=[O:14])C1C=CC=CC=1. Product: [CH2:17]([N:15]([CH3:16])[C:13](=[O:14])[C:12]1[CH:21]=[C:22]([C:33]([N:35]2[CH2:43][C:42]3[C:37](=[CH:38][CH:39]=[C:40]([OH:44])[CH:41]=3)[CH2:36]2)=[O:34])[C:23]([OH:25])=[CH:24][C:11]=1[OH:10])[CH2:18][CH2:19][CH3:20]. The catalyst class is: 354.